The task is: Predict the product of the given reaction.. This data is from Forward reaction prediction with 1.9M reactions from USPTO patents (1976-2016). (1) Given the reactants [Br:1][C:2]1[CH:7]=[CH:6][CH:5]=[CH:4][C:3]=1[S:8][CH:9]=[CH:10]OCC, predict the reaction product. The product is: [Br:1][C:2]1[C:3]2[S:8][CH:9]=[CH:10][C:4]=2[CH:5]=[CH:6][CH:7]=1. (2) The product is: [C:14]([O:13][C:11]([N:8]1[CH2:7][CH2:6][C:5]([CH2:18][C:19]2[CH:24]=[CH:23][C:22]([Cl:25])=[CH:21][CH:20]=2)([C:3]([OH:4])=[O:2])[CH2:10][CH2:9]1)=[O:12])([CH3:17])([CH3:15])[CH3:16]. Given the reactants C[O:2][C:3]([C:5]1([CH2:18][C:19]2[CH:24]=[CH:23][C:22]([Cl:25])=[CH:21][CH:20]=2)[CH2:10][CH2:9][N:8]([C:11]([O:13][C:14]([CH3:17])([CH3:16])[CH3:15])=[O:12])[CH2:7][CH2:6]1)=[O:4].O.[OH-].[Li+].Cl, predict the reaction product. (3) Given the reactants [Cl:1][C:2]1[CH:7]=[CH:6][CH:5]=[CH:4][C:3]=1[CH:8]([O:10][C:11](=[O:26])[NH:12][C:13]1[C:14]([CH3:25])=[N:15][O:16][C:17]=1[C:18]1[CH:23]=[CH:22][C:21](Br)=[CH:20][CH:19]=1)[CH3:9].[C:27]([OH:35])(=[O:34])[CH2:28][CH2:29][CH2:30][CH2:31][C:32]#[CH:33], predict the reaction product. The product is: [Cl:1][C:2]1[CH:7]=[CH:6][CH:5]=[CH:4][C:3]=1[CH:8]([O:10][C:11]([NH:12][C:13]1[C:14]([CH3:25])=[N:15][O:16][C:17]=1[C:18]1[CH:23]=[CH:22][C:21]([C:33]#[C:32][CH2:31][CH2:30][CH2:29][CH2:28][C:27]([OH:35])=[O:34])=[CH:20][CH:19]=1)=[O:26])[CH3:9]. (4) Given the reactants [NH2:1][C:2]1[CH:30]=[CH:29][C:5]([CH2:6][N:7]([CH:21]2[CH2:27][CH2:26][CH2:25][CH2:24][NH:23][C:22]2=[O:28])[S:8]([C:11]2[CH:16]=[CH:15][C:14]([C:17]([F:20])([F:19])[F:18])=[CH:13][CH:12]=2)(=[O:10])=[O:9])=[CH:4][CH:3]=1.N1C=CC=CC=1.[CH:37]1([C:40](Cl)=[O:41])[CH2:39][CH2:38]1.Cl, predict the reaction product. The product is: [O:28]=[C:22]1[CH:21]([N:7]([CH2:6][C:5]2[CH:29]=[CH:30][C:2]([NH:1][C:40]([CH:37]3[CH2:39][CH2:38]3)=[O:41])=[CH:3][CH:4]=2)[S:8]([C:11]2[CH:12]=[CH:13][C:14]([C:17]([F:20])([F:18])[F:19])=[CH:15][CH:16]=2)(=[O:10])=[O:9])[CH2:27][CH2:26][CH2:25][CH2:24][NH:23]1. (5) Given the reactants [CH2:1]([O:3][C:4]([C:6]1[N:10]2[N:11]=[C:12](Cl)[CH:13]=[C:14]([CH3:15])[C:9]2=[N:8][CH:7]=1)=[O:5])[CH3:2].[CH3:17][O:18][C:19]1[CH:26]=[CH:25][C:22]([CH2:23][NH2:24])=[CH:21][CH:20]=1, predict the reaction product. The product is: [CH2:1]([O:3][C:4]([C:6]1[N:10]2[N:11]=[C:12]([NH:24][CH2:23][C:22]3[CH:25]=[CH:26][C:19]([O:18][CH3:17])=[CH:20][CH:21]=3)[CH:13]=[C:14]([CH3:15])[C:9]2=[N:8][CH:7]=1)=[O:5])[CH3:2].